Dataset: Reaction yield outcomes from USPTO patents with 853,638 reactions. Task: Predict the reaction yield, written as a fraction of the theoretical maximum amount of product (1.0 means a 100% yield; for example, 0.34 means a 34% yield). The reactants are [Cl:1][C:2]1[N:7]=[C:6]([C:8](=[O:10])[CH3:9])[C:5]([F:11])=[CH:4][N:3]=1.[CH3:12][Mg]Br.C(OCC)C. The catalyst is O1CCCC1. The product is [Cl:1][C:2]1[N:7]=[C:6]([C:8]([OH:10])([CH3:12])[CH3:9])[C:5]([F:11])=[CH:4][N:3]=1. The yield is 0.640.